This data is from Full USPTO retrosynthesis dataset with 1.9M reactions from patents (1976-2016). The task is: Predict the reactants needed to synthesize the given product. (1) Given the product [NH2:23][C:24]1[C:29]2[N:30]=[CH:31][N:32]([CH2:33][CH2:34][CH2:35][CH2:36][NH:37][C:11](=[O:12])[C:10]3[CH:14]=[CH:15][C:7]([CH:6]([O:5][CH2:4][CH2:3][N:2]([CH3:22])[CH3:1])[C:16]4[CH:21]=[CH:20][CH:19]=[CH:18][CH:17]=4)=[CH:8][CH:9]=3)[C:28]=2[C:27]([CH3:38])=[C:26]([CH3:39])[N:25]=1, predict the reactants needed to synthesize it. The reactants are: [CH3:1][N:2]([CH3:22])[CH2:3][CH2:4][O:5][CH:6]([C:16]1[CH:21]=[CH:20][CH:19]=[CH:18][CH:17]=1)[C:7]1[CH:15]=[CH:14][C:10]([C:11](Cl)=[O:12])=[CH:9][CH:8]=1.[NH2:23][C:24]1[C:29]2[N:30]=[CH:31][N:32]([CH2:33][CH2:34][CH2:35][CH2:36][NH2:37])[C:28]=2[C:27]([CH3:38])=[C:26]([CH3:39])[N:25]=1.C(N(CC)CC)C.O. (2) Given the product [C:14]1([C:6]2[CH:5]=[C:4]([CH2:3][O:29][C:26]3[CH:12]=[CH:13][C:4]([CH2:20][OH:23])=[CH:5][CH:6]=3)[C:13]3[C:8](=[CH:9][CH:10]=[CH:11][CH:12]=3)[N:7]=2)[CH:19]=[CH:18][CH:17]=[CH:16][CH:15]=1, predict the reactants needed to synthesize it. The reactants are: Cl.Cl[CH2:3][C:4]1[C:13]2[C:8](=[CH:9][CH:10]=[CH:11][CH:12]=2)[N:7]=[C:6]([C:14]2[CH:19]=[CH:18][CH:17]=[CH:16][CH:15]=2)[CH:5]=1.[C:20]([O-:23])([O-])=O.[Cs+].[Cs+].[C:26]([O-:29])(O)=O.[Na+].